From a dataset of Forward reaction prediction with 1.9M reactions from USPTO patents (1976-2016). Predict the product of the given reaction. (1) Given the reactants [CH2:1]([O:8][C:9]1[CH:10]=[C:11]([C:15]2([F:28])[CH2:20][CH2:19][N:18]([CH2:21][CH2:22][C:23]([O:25][CH3:26])=[O:24])[CH2:17][CH:16]2[CH3:27])[CH:12]=[CH:13][CH:14]=1)[C:2]1[CH:7]=[CH:6][CH:5]=[CH:4][CH:3]=1.C[Si](C)(C)[N-][Si](C)(C)C.[Li+].[CH2:39](Br)[C:40]1[CH:45]=[CH:44][CH:43]=[CH:42][CH:41]=1.C1COCC1.[C:52]1([CH3:58])[CH:57]=[CH:56][CH:55]=[CH:54][CH:53]=1, predict the reaction product. The product is: [CH2:1]([O:8][C:9]1[CH:10]=[C:11]([C:15]2([F:28])[CH2:20][CH2:19][N:18]([CH2:21][C:22]([CH2:58][C:52]3[CH:57]=[CH:56][CH:55]=[CH:54][CH:53]=3)([CH2:39][C:40]3[CH:45]=[CH:44][CH:43]=[CH:42][CH:41]=3)[C:23]([O:25][CH3:26])=[O:24])[CH2:17][CH:16]2[CH3:27])[CH:12]=[CH:13][CH:14]=1)[C:2]1[CH:3]=[CH:4][CH:5]=[CH:6][CH:7]=1. (2) Given the reactants [NH2:1][C:2]1[CH:11]=[CH:10][C:5]([C:6]([O:8][CH3:9])=[O:7])=[C:4]([F:12])[CH:3]=1.[C:13]1(Cl)[C:19](=O)C(Cl)=C(Cl)C(=O)[C:14]=1Cl.[CH:25]([CH:27]=[CH2:28])=O.C([O-])(O)=O.[Na+], predict the reaction product. The product is: [F:12][C:4]1[C:5]([C:6]([O:8][CH3:9])=[O:7])=[CH:10][CH:11]=[C:2]2[C:3]=1[CH:14]=[CH:13][CH:19]=[N:1]2.[F:12][C:4]1[CH:3]=[C:2]2[C:11]([CH:25]=[CH:27][CH:28]=[N:1]2)=[CH:10][C:5]=1[C:6]([O:8][CH3:9])=[O:7]. (3) The product is: [I:16][C:12]1[CH:13]=[C:14]2[C:9](=[CH:10][CH:11]=1)[N:8]([C:17]([O:19][CH2:20][CH3:21])=[O:18])[C:7](=[O:6])[CH2:15]2. Given the reactants C(OC([O:6][C:7]1[N:8]([C:17]([O:19][CH2:20][CH3:21])=[O:18])[C:9]2[C:14]([CH:15]=1)=[CH:13][C:12]([I:16])=[CH:11][CH:10]=2)=O)C.C(=O)([O-])[O-].[NH4+].[NH4+], predict the reaction product. (4) Given the reactants O[CH2:2][C:3]1[NH:7][N:6]=[C:5]([C:8]2[CH:13]=[CH:12][C:11]([C:14]3[N:19]=[C:18]4[N:20]([CH2:24][CH2:25][CH:26]5[CH2:31][CH2:30][O:29][CH2:28][CH2:27]5)[C:21](=[O:23])[NH:22][C:17]4=[N:16][CH:15]=3)=[CH:10][CH:9]=2)[N:4]=1.O=C1NC2=NC=C(C3C=CC(C(=N)OCC)=CC=3)N=C2[N:34]1CCC1CCOCC1.OCC(NN)=O.C(N(CC)CC)C, predict the reaction product. The product is: [NH2:34][CH2:2][C:3]1[NH:7][N:6]=[C:5]([C:8]2[CH:13]=[CH:12][C:11]([C:14]3[N:19]=[C:18]4[N:20]([CH2:24][CH2:25][CH:26]5[CH2:27][CH2:28][O:29][CH2:30][CH2:31]5)[C:21](=[O:23])[NH:22][C:17]4=[N:16][CH:15]=3)=[CH:10][CH:9]=2)[N:4]=1. (5) The product is: [F:29][C:11]1[C:12]([F:28])=[C:13]([O:16][C@H:17]2[CH2:21][CH2:20][CH2:19][C@@H:18]2[C:22]2[N:26]([CH3:27])[N:25]=[CH:24][CH:23]=2)[CH:14]=[CH:15][C:10]=1[S:7]([NH:6][C:30]1[CH:35]=[CH:34][N:33]=[CH:32][N:31]=1)(=[O:8])=[O:9]. Given the reactants COC1C=C(OC)C=CC=1C[N:6]([C:30]1[CH:35]=[CH:34][N:33]=[CH:32][N:31]=1)[S:7]([C:10]1[CH:15]=[CH:14][C:13]([O:16][C@H:17]2[CH2:21][CH2:20][CH2:19][C@@H:18]2[C:22]2[N:26]([CH3:27])[N:25]=[CH:24][CH:23]=2)=[C:12]([F:28])[C:11]=1[F:29])(=[O:9])=[O:8].C([SiH](CC)CC)C.FC(F)(F)C(O)=O, predict the reaction product. (6) Given the reactants [F:1][C:2]([F:16])([F:15])[CH2:3][O:4][C:5]1[CH:6]=[CH:7][C:8]([C:11]([O:13]C)=[O:12])=[N:9][CH:10]=1.[OH-].[Na+].Cl, predict the reaction product. The product is: [F:16][C:2]([F:1])([F:15])[CH2:3][O:4][C:5]1[CH:6]=[CH:7][C:8]([C:11]([OH:13])=[O:12])=[N:9][CH:10]=1. (7) Given the reactants [Cl:1][C:2]1[N:6]2[CH:7]=[C:8]([C:15]3[O:16][CH:17]=[CH:18][CH:19]=3)[CH:9]=[C:10]([C:11]([F:14])([F:13])[F:12])[C:5]2=[N:4][C:3]=1[C:20](O)=[O:21].[O:23]1[CH:27]=[CH:26][CH:25]=[C:24]1[CH2:28][NH2:29].C(N(CC)C(C)C)(C)C.CN(C(ON1N=NC2C=CC=NC1=2)=[N+](C)C)C.F[P-](F)(F)(F)(F)F, predict the reaction product. The product is: [O:23]1[CH:27]=[CH:26][CH:25]=[C:24]1[CH2:28][NH:29][C:20]([C:3]1[N:4]=[C:5]2[C:10]([C:11]([F:14])([F:13])[F:12])=[CH:9][C:8]([C:15]3[O:16][CH:17]=[CH:18][CH:19]=3)=[CH:7][N:6]2[C:2]=1[Cl:1])=[O:21]. (8) Given the reactants Br[C:2]1[CH:7]=[CH:6][C:5]([NH:8][C:9]2[O:10][C:11]3[CH:17]=[CH:16][CH:15]=[CH:14][C:12]=3[N:13]=2)=[C:4]([F:18])[CH:3]=1.[B:19]1([B:19]2[O:23][C:22]([CH3:25])([CH3:24])[C:21]([CH3:27])([CH3:26])[O:20]2)[O:23][C:22]([CH3:25])([CH3:24])[C:21]([CH3:27])([CH3:26])[O:20]1.C([O-])(=O)C.[K+].ClCCl, predict the reaction product. The product is: [F:18][C:4]1[CH:3]=[C:2]([B:19]2[O:23][C:22]([CH3:25])([CH3:24])[C:21]([CH3:27])([CH3:26])[O:20]2)[CH:7]=[CH:6][C:5]=1[NH:8][C:9]1[O:10][C:11]2[CH:17]=[CH:16][CH:15]=[CH:14][C:12]=2[N:13]=1. (9) Given the reactants [CH3:1][C:2]1[O:6][C:5](=[O:7])[NH:4][N:3]=1.C[O-].[Na+].Cl[CH2:12][C:13]([C:15]1[CH:20]=[CH:19][C:18]([F:21])=[CH:17][CH:16]=1)=[O:14], predict the reaction product. The product is: [F:21][C:18]1[CH:19]=[CH:20][C:15]([C:13](=[O:14])[CH2:12][N:4]2[N:3]=[C:2]([CH3:1])[O:6][C:5]2=[O:7])=[CH:16][CH:17]=1.